Dataset: Reaction yield outcomes from USPTO patents with 853,638 reactions. Task: Predict the reaction yield, written as a fraction of the theoretical maximum amount of product (1.0 means a 100% yield; for example, 0.34 means a 34% yield). (1) The reactants are [C:1]([NH:4][C:5]1[C:6]2[N:7]=[CH:8][N:9]([C:42]=2[N:43]=[CH:44][N:45]=1)[C@@H:10]1[O:41][C@H:15]([CH2:16][O:17][C:18]([C:35]2[CH:40]=[CH:39][CH:38]=[CH:37][CH:36]=2)([C:27]2[CH:32]=[CH:31][C:30]([O:33][CH3:34])=[CH:29][CH:28]=2)[C:19]2[CH:24]=[CH:23][C:22]([O:25][CH3:26])=[CH:21][CH:20]=2)[C@@H:13]([OH:14])[C@H:11]1[OH:12])(=[O:3])[CH3:2].C(N(C(C)C)CC)(C)C.[C:55]([CH2:57][CH2:58][O:59][CH2:60]Cl)#[N:56].C(=O)(O)[O-].[Na+]. The catalyst is ClCCCl. The product is [C:1]([NH:4][C:5]1[C:6]2[N:7]=[CH:8][N:9]([C:42]=2[N:43]=[CH:44][N:45]=1)[C@@H:10]1[O:41][C@H:15]([CH2:16][O:17][C:18]([C:35]2[CH:36]=[CH:37][CH:38]=[CH:39][CH:40]=2)([C:19]2[CH:20]=[CH:21][C:22]([O:25][CH3:26])=[CH:23][CH:24]=2)[C:27]2[CH:32]=[CH:31][C:30]([O:33][CH3:34])=[CH:29][CH:28]=2)[C@@H:13]([OH:14])[C@H:11]1[O:12][CH2:60][O:59][CH2:58][CH2:57][C:55]#[N:56])(=[O:3])[CH3:2]. The yield is 0.330. (2) The reactants are C([O:3][C:4](=[O:36])[CH2:5][N:6]([S:31]([CH2:34][CH3:35])(=[O:33])=[O:32])[CH2:7][C:8]1[CH:13]=[CH:12][CH:11]=[C:10]([CH2:14][O:15][C:16]2[CH:21]=[CH:20][C:19]([C:22]3[CH:27]=[C:26]([F:28])[C:25]([F:29])=[CH:24][C:23]=3[F:30])=[CH:18][CH:17]=2)[CH:9]=1)C.[OH-].[Li+]. The catalyst is C1COCC1. The product is [CH2:34]([S:31]([N:6]([CH2:5][C:4]([OH:36])=[O:3])[CH2:7][C:8]1[CH:13]=[CH:12][CH:11]=[C:10]([CH2:14][O:15][C:16]2[CH:21]=[CH:20][C:19]([C:22]3[CH:27]=[C:26]([F:28])[C:25]([F:29])=[CH:24][C:23]=3[F:30])=[CH:18][CH:17]=2)[CH:9]=1)(=[O:32])=[O:33])[CH3:35]. The yield is 0.990. (3) The reactants are [OH:1][C:2]1[CH:7]=[CH:6][C:5]([CH2:8][C:9]([O:11][CH3:12])=[O:10])=[CH:4][CH:3]=1.[Mg+2].[Cl-].[Cl-].CCN(CC)CC.Cl.C[CH2:25][O:26]CC. The catalyst is CC#N. The product is [CH:25]([C:7]1[CH:6]=[C:5]([CH2:8][C:9]([O:11][CH3:12])=[O:10])[CH:4]=[CH:3][C:2]=1[OH:1])=[O:26]. The yield is 0.620. (4) The reactants are [CH3:1][Si:2]([CH3:40])([CH3:39])[CH2:3][CH2:4][O:5][CH2:6][N:7]([CH2:31][O:32][CH2:33][CH2:34][Si:35]([CH3:38])([CH3:37])[CH3:36])[C:8]1[N:13]2[N:14]=[CH:15][C:16](I)=[C:12]2[N:11]=[C:10]([CH:18]2[CH2:23][CH2:22][N:21]([C:24]([O:26][C:27]([CH3:30])([CH3:29])[CH3:28])=[O:25])[CH2:20][CH2:19]2)[CH:9]=1.[C:41]1([C:47]2[CH:52]=[CH:51][C:50](B3OC(C)(C)C(C)(C)O3)=[CH:49][N:48]=2)[CH:46]=[CH:45][CH:44]=[CH:43][CH:42]=1.C(Cl)Cl.C([O-])([O-])=O.[Na+].[Na+]. The catalyst is C1C=CC(P(C2C=CC=CC=2)[C-]2C=CC=C2)=CC=1.C1C=CC(P(C2C=CC=CC=2)[C-]2C=CC=C2)=CC=1.Cl[Pd]Cl.[Fe+2].COCCOC. The product is [CH3:1][Si:2]([CH3:40])([CH3:39])[CH2:3][CH2:4][O:5][CH2:6][N:7]([CH2:31][O:32][CH2:33][CH2:34][Si:35]([CH3:38])([CH3:37])[CH3:36])[C:8]1[N:13]2[N:14]=[CH:15][C:16]([C:50]3[CH:49]=[N:48][C:47]([C:41]4[CH:46]=[CH:45][CH:44]=[CH:43][CH:42]=4)=[CH:52][CH:51]=3)=[C:12]2[N:11]=[C:10]([CH:18]2[CH2:23][CH2:22][N:21]([C:24]([O:26][C:27]([CH3:30])([CH3:29])[CH3:28])=[O:25])[CH2:20][CH2:19]2)[CH:9]=1. The yield is 0.740.